Dataset: Reaction yield outcomes from USPTO patents with 853,638 reactions. Task: Predict the reaction yield, written as a fraction of the theoretical maximum amount of product (1.0 means a 100% yield; for example, 0.34 means a 34% yield). (1) The reactants are O1[C:5]2([CH2:10][CH2:9][CH:8]([NH:11][S:12]([C:15]3[CH:19]=[C:18]([Cl:20])[S:17][C:16]=3[Cl:21])(=[O:14])=[O:13])[CH2:7][CH2:6]2)[O:4]CC1.[OH-].[Na+].[Na+].[Cl-].C(Cl)Cl. The catalyst is CC(C)=O.O. The product is [O:4]=[C:5]1[CH2:6][CH2:7][CH:8]([NH:11][S:12]([C:15]2[CH:19]=[C:18]([Cl:20])[S:17][C:16]=2[Cl:21])(=[O:14])=[O:13])[CH2:9][CH2:10]1. The yield is 0.800. (2) The reactants are [F:1][C:2]1[CH:3]=[C:4]([NH:12][C:13](SC)=[C:14]([S:17]([CH3:20])(=[O:19])=[O:18])[C:15]#[N:16])[CH:5]=[C:6]([C:8]([F:11])([F:10])[F:9])[CH:7]=1.[CH3:23][CH:24]([NH2:29])[C:25]([CH3:28])([CH3:27])[CH3:26]. No catalyst specified. The product is [F:1][C:2]1[CH:3]=[C:4]([NH:12][C:13]([NH:29][CH:24]([CH3:23])[C:25]([CH3:28])([CH3:27])[CH3:26])=[C:14]([S:17]([CH3:20])(=[O:19])=[O:18])[C:15]#[N:16])[CH:5]=[C:6]([C:8]([F:11])([F:10])[F:9])[CH:7]=1. The yield is 0.490. (3) The reactants are [C:1]([C:3]1[CH:4]=[C:5]([NH:9][C:10](=[O:12])[CH3:11])[CH:6]=[CH:7][CH:8]=1)#[CH:2].Br[C:14]1[CH:15]=[N:16][CH:17]=[C:18]([CH:31]=1)[C:19]([N:21]=[S@@:22]([CH3:30])(=[O:29])[C:23]1[CH:28]=[CH:27][CH:26]=[CH:25][CH:24]=1)=[O:20]. The product is [C:10]([NH:9][C:5]1[CH:4]=[C:3]([C:1]#[C:2][C:14]2[CH:15]=[N:16][CH:17]=[C:18]([CH:31]=2)[C:19]([N:21]=[S@@:22]([CH3:30])(=[O:29])[C:23]2[CH:28]=[CH:27][CH:26]=[CH:25][CH:24]=2)=[O:20])[CH:8]=[CH:7][CH:6]=1)(=[O:12])[CH3:11]. The yield is 0.670. No catalyst specified. (4) The reactants are [CH3:1][C:2]1([CH3:22])[CH:6]([C:7]2[CH:12]=[CH:11][C:10]([CH3:13])=[CH:9][CH:8]=2)[C:5]2[C:14]([CH3:21])=[C:15]([NH2:20])[C:16]([CH3:19])=[C:17]([CH3:18])[C:4]=2[O:3]1.[C:23]1([CH:29]2[CH2:34][C:33](=O)[O:32][C:30]2=[O:31])[CH:28]=[CH:27][CH:26]=[CH:25][CH:24]=1.C([O-])(=O)C.[Na+]. The catalyst is C1(C)C=CC=CC=1.C(OC(=O)C)(=O)C. The product is [CH3:1][C:2]1([CH3:22])[CH:6]([C:7]2[CH:8]=[CH:9][C:10]([CH3:13])=[CH:11][CH:12]=2)[C:5]2[C:14]([CH3:21])=[C:15]([N:20]3[C:33](=[O:32])[CH2:34][CH:29]([C:23]4[CH:28]=[CH:27][CH:26]=[CH:25][CH:24]=4)[C:30]3=[O:31])[C:16]([CH3:19])=[C:17]([CH3:18])[C:4]=2[O:3]1. The yield is 0.500. (5) The reactants are [Br:1][C:2]1[CH:10]=[C:9]2[C:5]([CH:6]=[N:7][NH:8]2)=[CH:4][CH:3]=1.[O:11]1[CH:16]=[CH:15][CH2:14][CH2:13][CH2:12]1.C1(C)C=CC(S(O)(=O)=O)=CC=1. The catalyst is O1CCCC1. The product is [Br:1][C:2]1[CH:10]=[C:9]2[C:5]([CH:6]=[N:7][N:8]2[CH:12]2[CH2:13][CH2:14][CH2:15][CH2:16][O:11]2)=[CH:4][CH:3]=1. The yield is 0.440. (6) The reactants are [CH2:1]([O:8][C:9]([N:11]1[CH2:15][CH:14]([OH:16])[CH2:13][N:12]1[C:17](=[O:26])[CH2:18][C:19]1[CH:24]=[CH:23][C:22]([F:25])=[CH:21][CH:20]=1)=[O:10])[C:2]1[CH:7]=[CH:6][CH:5]=[CH:4][CH:3]=1.CI.[CH3:29]COCC. The catalyst is CN(C)C=O.[Ag]=O. The product is [CH2:1]([O:8][C:9]([N:11]1[CH2:15][CH:14]([O:16][CH3:29])[CH2:13][N:12]1[C:17](=[O:26])[CH2:18][C:19]1[CH:24]=[CH:23][C:22]([F:25])=[CH:21][CH:20]=1)=[O:10])[C:2]1[CH:7]=[CH:6][CH:5]=[CH:4][CH:3]=1. The yield is 0.970. (7) The reactants are [I:1]I.[CH3:3][CH:4]([O:6][C:7]1[CH:12]=[CH:11][N:10]=[C:9]2[NH:13][CH:14]=[CH:15][C:8]=12)[CH3:5].[OH-].[K+]. The catalyst is CN(C=O)C. The product is [I:1][N:13]1[C:9]2=[N:10][CH:11]=[CH:12][C:7]([O:6][CH:4]([CH3:3])[CH3:5])=[C:8]2[CH:15]=[CH:14]1. The yield is 0.820. (8) The reactants are [C:1]([C:5]1[CH:26]=[CH:25][C:8]([C:9]([NH:11][C:12]2[CH:13]=[N:14][C:15]([C:18]3[CH:23]=[CH:22][CH:21]=[CH:20][C:19]=3[F:24])=[CH:16][CH:17]=2)=[O:10])=[CH:7][C:6]=1[NH:27][C:28](=[O:32])[CH:29](Cl)[CH3:30])([CH3:4])([CH3:3])[CH3:2].[NH:33]1[CH2:38][CH2:37][O:36][CH2:35][CH2:34]1.C(N(CC)CC)C.[I-].[K+]. The product is [C:1]([C:5]1[CH:26]=[CH:25][C:8]([C:9]([NH:11][C:12]2[CH:13]=[N:14][C:15]([C:18]3[CH:23]=[CH:22][CH:21]=[CH:20][C:19]=3[F:24])=[CH:16][CH:17]=2)=[O:10])=[CH:7][C:6]=1[NH:27][C:28](=[O:32])[CH:29]([N:33]1[CH2:38][CH2:37][O:36][CH2:35][CH2:34]1)[CH3:30])([CH3:4])([CH3:3])[CH3:2]. The catalyst is CN(C=O)C.O. The yield is 0.0600. (9) The reactants are [CH3:1][C:2]1[O:6][N:5]=[C:4]([C:7]2[CH:12]=[CH:11][CH:10]=[CH:9][CH:8]=2)[C:3]=1[CH2:13][O:14][C:15]1[CH:23]=[CH:22][C:18]([C:19]([OH:21])=O)=[CH:17][N:16]=1.[NH2:24][CH:25]1[CH2:30][CH2:29][O:28][CH2:27][CH2:26]1. No catalyst specified. The product is [CH3:1][C:2]1[O:6][N:5]=[C:4]([C:7]2[CH:8]=[CH:9][CH:10]=[CH:11][CH:12]=2)[C:3]=1[CH2:13][O:14][C:15]1[CH:23]=[CH:22][C:18]([C:19]([NH:24][CH:25]2[CH2:30][CH2:29][O:28][CH2:27][CH2:26]2)=[O:21])=[CH:17][N:16]=1. The yield is 0.910. (10) The reactants are Br[C:2]1[C:10]2[C:5](=[CH:6][CH:7]=[CH:8][C:9]=2[N+:11]([O-:13])=[O:12])[N:4]([CH2:14][C:15]2[CH:19]=[C:18]([CH3:20])[N:17]([CH:21]([CH3:23])[CH3:22])[N:16]=2)[N:3]=1.[C:24]([O-])([O-])=O.[K+].[K+].CB(O)O.C1(P(C2CCCCC2)C2C=CC=CC=2C2C(OC)=CC=C(S([O-])(=O)=O)C=2OC)CCCCC1.[Na+]. The catalyst is C(O[Pd]OC(=O)C)(=O)C.O1CCOCC1.O. The product is [CH:21]([N:17]1[C:18]([CH3:20])=[CH:19][C:15]([CH2:14][N:4]2[C:5]3[C:10](=[C:9]([N+:11]([O-:13])=[O:12])[CH:8]=[CH:7][CH:6]=3)[C:2]([CH3:24])=[N:3]2)=[N:16]1)([CH3:23])[CH3:22]. The yield is 0.830.